From a dataset of Forward reaction prediction with 1.9M reactions from USPTO patents (1976-2016). Predict the product of the given reaction. (1) Given the reactants [H-].[Na+].C(O[C:6](=[O:11])[C:7]([F:10])([F:9])[F:8])C.[CH3:12][C:13]#[N:14], predict the reaction product. The product is: [F:10][C:7]([F:8])([F:9])[C:6](=[O:11])[CH2:12][C:13]#[N:14]. (2) Given the reactants N1C=CC=CC=1.[CH3:7][O:8][C:9](=[O:24])[CH2:10][C:11]1[C:12]([CH3:23])=[N:13][NH:14][C:15]=1[C:16]1[CH:21]=[CH:20][C:19]([Cl:22])=[CH:18][CH:17]=1.[Cl:25][C:26]1[N:31]=[CH:30][C:29](B(O)O)=[CH:28][N:27]=1.Cl, predict the reaction product. The product is: [CH3:7][O:8][C:9](=[O:24])[CH2:10][C:11]1[C:12]([CH3:23])=[N:13][N:14]([C:29]2[CH:28]=[N:27][C:26]([Cl:25])=[N:31][CH:30]=2)[C:15]=1[C:16]1[CH:21]=[CH:20][C:19]([Cl:22])=[CH:18][CH:17]=1. (3) Given the reactants I[C:2]1[CH:3]=[C:4]2[C:9](=[CH:10][CH:11]=1)[N:8]1[C:12]([C:15]3[CH:20]=[CH:19][CH:18]=[CH:17][CH:16]=3)=[N:13][N:14]=[C:7]1[CH:6]=[CH:5]2.C(=O)([O-])[O-].[K+].[K+].C(O[C:30](=O)[CH2:31][C:32]([OH:43])([C:37]1[S:41][C:40]([SH:42])=[N:39][CH:38]=1)[C:33]([F:36])([F:35])[F:34])C.CCOCCO, predict the reaction product. The product is: [F:36][C:33]([F:34])([F:35])[C:32]([C:37]1[S:41][C:40]([S:42][C:2]2[CH:3]=[C:4]3[C:9](=[CH:10][CH:11]=2)[N:8]2[C:12]([C:15]4[CH:20]=[CH:19][CH:18]=[CH:17][CH:16]=4)=[N:13][N:14]=[C:7]2[CH:6]=[CH:5]3)=[N:39][CH:38]=1)([OH:43])[CH2:31][CH3:30]. (4) The product is: [N:28]([CH2:12][C:6]1[CH:7]=[CH:8][CH:9]=[C:10]([CH3:11])[C:5]=1[O:4][CH:1]([CH3:3])[CH3:2])=[N+:29]=[N-:30]. Given the reactants [CH:1]([O:4][C:5]1[C:10]([CH3:11])=[CH:9][CH:8]=[CH:7][C:6]=1[CH2:12]O)([CH3:3])[CH3:2].C1C=CC(P([N:28]=[N+:29]=[N-:30])(C2C=CC=CC=2)=O)=CC=1.C1CCN2C(=NCCC2)CC1, predict the reaction product. (5) Given the reactants [C:1]1([Mg]Br)[CH:6]=[CH:5][CH:4]=[CH:3][CH:2]=1.[O:9]=[C:10]1[CH2:14][CH2:13][CH2:12][N:11]1[C:15]([O:17][C:18]([CH3:21])([CH3:20])[CH3:19])=[O:16].C(OCC)(=O)C, predict the reaction product. The product is: [O:9]=[C:10]([C:1]1[CH:6]=[CH:5][CH:4]=[CH:3][CH:2]=1)[CH2:14][CH2:13][CH2:12][NH:11][C:15](=[O:16])[O:17][C:18]([CH3:20])([CH3:19])[CH3:21]. (6) Given the reactants [CH2:1]([CH:3]([CH2:20][CH3:21])[CH:4]([C:10]1[CH:19]=[CH:18][C:13]2[N:14]=[C:15](N)[S:16][C:12]=2[CH:11]=1)[N:5]1[CH:9]=[CH:8][N:7]=[CH:6]1)[CH3:2].[Br:22]C1SC2C=C(C(N3C=CN=C3)C(N(C)C)CC)C=CC=2N=1.CN(C)C(CC)C(C1C=CC2N=C(C(OC)=O)SC=2C=1)N1C=CN=C1.CN(C)C(CC)C(C1C=CC2N=C(N)SC=2C=1)N1C=CN=C1.CN(C)C(CC)C(C1C=CC2N=C(NC(N)=O)SC=2C=1)N1C=CN=C1.C(N(C)C(CC)C(C1C=CC2N=C(NC(=O)C)SC=2C=1)N1C=CN=C1)C.CN(C)C(CC)C(C1C=CC2N=C(C(=N)OC)SC=2C=1)N1C=CN=C1.CN(C)C(CC)C(C1C=CC2N=C(C(N)=O)SC=2C=1)N1C=CN=C1.BrC1SC2C=C(C(N3C=CN=C3)C(N(CC)C)CC)C=CC=2N=1.ClC1SC2C=C(C(N3C=CN=C3)C(N(CC)C)CC)C=CC=2N=1.S1C2C=C(C(N3C=CN=C3)C(N(C)C)CC)C=CC=2N=C1, predict the reaction product. The product is: [Br:22][C:15]1[S:16][C:12]2[CH:11]=[C:10]([CH:4]([N:5]3[CH:9]=[CH:8][N:7]=[CH:6]3)[CH:3]([CH2:20][CH3:21])[CH2:1][CH3:2])[CH:19]=[CH:18][C:13]=2[N:14]=1. (7) Given the reactants [Cl:1][C:2]1[CH:3]=[CH:4][C:5]([N:15]2[CH2:19][CH2:18][CH2:17][CH2:16]2)=[C:6]([CH2:8][N:9]2[CH2:14][CH2:13][NH:12][CH2:11][CH2:10]2)[CH:7]=1.[C:20](=O)([O:29]N1C(=O)CCC1=O)[O:21][N:22]1[C:26](=[O:27])[CH2:25][CH2:24][C:23]1=[O:28].ClCCl.C(N(CC)C(C)C)(C)C, predict the reaction product. The product is: [Cl:1][C:2]1[CH:3]=[CH:4][C:5]([N:15]2[CH2:19][CH2:18][CH2:17][CH2:16]2)=[C:6]([CH2:8][N:9]2[CH2:10][CH2:11][N:12]([C:20]([O:21][N:22]3[C:26](=[O:27])[CH2:25][CH2:24][C:23]3=[O:28])=[O:29])[CH2:13][CH2:14]2)[CH:7]=1.